The task is: Predict the product of the given reaction.. This data is from Forward reaction prediction with 1.9M reactions from USPTO patents (1976-2016). (1) Given the reactants [CH2:1]([C:5]1[CH:12]=[CH:11][CH:10]=[CH:9][C:6]=1[CH:7]=O)[CH2:2][CH2:3][CH3:4].[NH2:13][C:14]1[CH:18]=[CH:17][NH:16][N:15]=1.O=[C:20]([CH2:27][CH2:28][CH3:29])[CH2:21][C:22]([O:24][CH2:25][CH3:26])=[O:23], predict the reaction product. The product is: [CH2:1]([C:5]1[CH:12]=[CH:11][CH:10]=[CH:9][C:6]=1[CH:7]1[C:21]([C:22]([O:24][CH2:25][CH3:26])=[O:23])=[C:20]([CH2:27][CH2:28][CH3:29])[NH:13][C:14]2[NH:15][N:16]=[CH:17][C:18]1=2)[CH2:2][CH2:3][CH3:4]. (2) The product is: [Br:1][C:2]1[CH:3]=[CH:4][C:5]([OH:11])=[C:6]([CH:10]=1)[C:7]([NH:16][C:15]1[CH:17]=[C:18]([C:21]([F:23])([F:24])[F:22])[CH:19]=[CH:20][C:14]=1[O:13][CH3:12])=[O:9]. Given the reactants [Br:1][C:2]1[CH:10]=[C:6]([C:7]([OH:9])=O)[C:5]([OH:11])=[CH:4][CH:3]=1.[CH3:12][O:13][C:14]1[CH:20]=[CH:19][C:18]([C:21]([F:24])([F:23])[F:22])=[CH:17][C:15]=1[NH2:16], predict the reaction product. (3) The product is: [Cl:49][C:50]1[CH:57]=[CH:56][CH:55]=[CH:54][C:51]=1[CH2:52][O:6][C:7]1[CH:8]=[CH:9][C:10]([C:13]2[CH:17]=[C:16]([C:18]([NH2:20])=[O:19])[O:15][N:14]=2)=[CH:11][CH:12]=1. Given the reactants C([Si](C)(C)[O:6][C:7]1[CH:12]=[CH:11][C:10]([C:13]2[CH:17]=[C:16]([C:18]([NH2:20])=[O:19])[O:15][N:14]=2)=[CH:9][CH:8]=1)(C)(C)C.C([O-])([O-])=O.[K+].[K+].C1OCCOCCOCCOCCOCCOC1.[F-].[K+].[Cl:49][C:50]1[CH:57]=[CH:56][CH:55]=[CH:54][C:51]=1[CH2:52]Cl, predict the reaction product. (4) Given the reactants CN[C:3](=[O:30])[CH2:4][N:5]1[C@H:14]2[CH2:15][N:16]([C:18]([O:20][C:21]([CH3:24])([CH3:23])[CH3:22])=[O:19])[CH2:17][C@@H:13]2[C:12]2[CH:11]=[CH:10][CH:9]=[C:8]([C:25]([F:28])([F:27])[F:26])[C:7]=2[C:6]1=[O:29].Cl.[O:32]1CCOCC1, predict the reaction product. The product is: [C:21]([O:20][C:18]([N:16]1[CH2:17][C@H:13]2[C@@H:14]([N:5]([CH2:4][C:3]([OH:30])=[O:32])[C:6](=[O:29])[C:7]3[C:8]([C:25]([F:28])([F:26])[F:27])=[CH:9][CH:10]=[CH:11][C:12]=32)[CH2:15]1)=[O:19])([CH3:22])([CH3:24])[CH3:23]. (5) Given the reactants [NH2:1][C@H:2]([C:6]([OH:8])=[O:7])[C@H:3]([CH3:5])[OH:4].Cl[C:10]([O:12][CH2:13][C:14]1[CH:19]=[CH:18][CH:17]=[CH:16][CH:15]=1)=[O:11].Br[CH2:21][C:22]([C:24]1[CH:29]=[CH:28][CH:27]=[CH:26][CH:25]=1)=[O:23].CCN(CC)CC, predict the reaction product. The product is: [CH2:13]([O:12][C:10]([NH:1][C@H:2]([C:6]([O:8][CH2:21][C:22](=[O:23])[C:24]1[CH:29]=[CH:28][CH:27]=[CH:26][CH:25]=1)=[O:7])[C@H:3]([CH3:5])[OH:4])=[O:11])[C:14]1[CH:19]=[CH:18][CH:17]=[CH:16][CH:15]=1. (6) The product is: [C:15]1([CH2:14][N:11]2[CH2:12][CH2:13][CH:8]([N:7]3[CH:1]=[N:3][NH:4][C:5]3=[O:6])[CH2:9][CH2:10]2)[CH:20]=[CH:19][CH:18]=[CH:17][CH:16]=1. Given the reactants [CH:1]([NH:3][NH:4][C:5]([NH:7][CH:8]1[CH2:13][CH2:12][N:11]([CH2:14][C:15]2[CH:20]=[CH:19][CH:18]=[CH:17][CH:16]=2)[CH2:10][CH2:9]1)=[O:6])=O.[OH-].[K+].Cl, predict the reaction product.